Dataset: Full USPTO retrosynthesis dataset with 1.9M reactions from patents (1976-2016). Task: Predict the reactants needed to synthesize the given product. (1) Given the product [CH:1]1([CH2:6][CH:7]([C:17]2[NH:25][C:20]3=[N:21][CH:22]=[CH:23][CH:24]=[C:19]3[CH:18]=2)[C:8]2[CH:9]=[CH:10][C:11]([S:14]([CH3:16])(=[O:40])=[O:15])=[CH:12][CH:13]=2)[CH2:5][CH2:4][CH2:3][CH2:2]1, predict the reactants needed to synthesize it. The reactants are: [CH:1]1([CH2:6][CH:7]([C:17]2[NH:25][C:20]3=[N:21][CH:22]=[CH:23][CH:24]=[C:19]3[CH:18]=2)[C:8]2[CH:13]=[CH:12][C:11]([S:14]([CH3:16])=[O:15])=[CH:10][CH:9]=2)[CH2:5][CH2:4][CH2:3][CH2:2]1.C1(C=C(C2NC3=NC=CC=C3C=2)C2C=CC(S(C)=[O:40])=CC=2)CCCC1.[Mn]([O-])(=O)(=O)=O.[K+]. (2) Given the product [CH3:13][O:14][C:15](=[O:32])[C@@H:16]([CH2:33][CH2:34][CH2:35][CH2:36][CH2:37][CH3:38])[C@@H:17]([OH:31])[CH2:18][CH2:19][CH2:20][CH2:21][CH2:22][O:23][CH2:24][C:25]1[CH:26]=[CH:27][CH:28]=[CH:29][CH:30]=1, predict the reactants needed to synthesize it. The reactants are: C([Li])CCC.C(NC(C)C)(C)C.[CH3:13][O:14][C:15](=[O:32])[CH2:16][C@@H:17]([OH:31])[CH2:18][CH2:19][CH2:20][CH2:21][CH2:22][O:23][CH2:24][C:25]1[CH:30]=[CH:29][CH:28]=[CH:27][CH:26]=1.[CH3:33][CH2:34][CH2:35][CH2:36][CH2:37][C:38](C1C(O)=CC(OC)=CC=1O)=O.C(I)CCCCC. (3) Given the product [CH3:29][C:23]1[CH:24]=[C:25]([CH3:28])[CH:26]=[CH:27][C:22]=1[N:21]1[C:20](=[O:30])[C:19]2[C:14](=[CH:15][CH:16]=[CH:17][CH:18]=2)[N:13]=[C:12]1[CH2:11][NH:10][S:38]([C:32]1[CH:37]=[CH:36][CH:35]=[CH:34][CH:33]=1)(=[O:40])=[O:39], predict the reactants needed to synthesize it. The reactants are: C(OC(=O)[NH:10][CH2:11][C:12]1[N:21]([C:22]2[CH:27]=[CH:26][C:25]([CH3:28])=[CH:24][C:23]=2[CH3:29])[C:20](=[O:30])[C:19]2[C:14](=[CH:15][CH:16]=[CH:17][CH:18]=2)[N:13]=1)C1C=CC=CC=1.[C:32]1([S:38](Cl)(=[O:40])=[O:39])[CH:37]=[CH:36][CH:35]=[CH:34][CH:33]=1. (4) Given the product [Cl:15][C:16]1[CH:17]=[CH:18][C:19]2[N:20]([N:22]=[C:23]([C:3]3[CH:4]=[CH:5][S:1][CH:2]=3)[CH:24]=2)[CH:21]=1, predict the reactants needed to synthesize it. The reactants are: [S:1]1[CH:5]=[CH:4][C:3](B(O)O)=[CH:2]1.C(=O)([O-])[O-].[Na+].[Na+].[Cl:15][C:16]1[CH:17]=[CH:18][C:19]2[N:20]([N:22]=[C:23](OS(C(F)(F)F)(=O)=O)[CH:24]=2)[CH:21]=1. (5) Given the product [NH2:17][S:14]([C:13]1[CH:12]=[C:11]([CH:10]=[C:9]([N:21]2[CH2:22][CH2:23][CH2:24][CH2:25]2)[C:8]=1[O:7][C:4]1[CH:5]=[CH:6][CH:1]=[CH:2][CH:3]=1)[C:18]([O:20][CH2:26][C:27]1[CH:32]=[CH:31][CH:30]=[CH:29][CH:28]=1)=[O:19])(=[O:16])=[O:15], predict the reactants needed to synthesize it. The reactants are: [CH:1]1[CH:2]=[CH:3][C:4]([O:7][C:8]2[C:9]([N:21]3[CH2:25][CH2:24][CH2:23][CH2:22]3)=[CH:10][C:11]([C:18]([OH:20])=[O:19])=[CH:12][C:13]=2[S:14]([NH2:17])(=[O:16])=[O:15])=[CH:5][CH:6]=1.[CH2:26](Cl)[C:27]1[CH:32]=[CH:31][CH:30]=[CH:29][CH:28]=1.C(N(CC)CC)C. (6) Given the product [F:41][C:38]([F:39])([F:40])[CH2:37][O:36][C:33]1[CH:32]=[CH:31][C:30]([NH:29][C:28]([N:6]2[CH2:7][C@@H:8]([O:10][Si:11]([C:24]([CH3:27])([CH3:25])[CH3:26])([C:18]3[CH:19]=[CH:20][CH:21]=[CH:22][CH:23]=3)[C:12]3[CH:17]=[CH:16][CH:15]=[CH:14][CH:13]=3)[CH2:9][C@@H:5]2[CH2:3][OH:2])=[O:42])=[CH:35][CH:34]=1, predict the reactants needed to synthesize it. The reactants are: C[O:2][C:3]([C@H:5]1[CH2:9][C@H:8]([O:10][Si:11]([C:24]([CH3:27])([CH3:26])[CH3:25])([C:18]2[CH:23]=[CH:22][CH:21]=[CH:20][CH:19]=2)[C:12]2[CH:17]=[CH:16][CH:15]=[CH:14][CH:13]=2)[CH2:7][N:6]1[C:28](=[O:42])[NH:29][C:30]1[CH:35]=[CH:34][C:33]([O:36][CH2:37][C:38]([F:41])([F:40])[F:39])=[CH:32][CH:31]=1)=O.[Li+].[BH4-]. (7) Given the product [CH2:24]([O:16][C:15]([CH:9]1[CH2:8][C:7]2[C:6]3[C:14](=[C:2]([Cl:1])[CH:3]=[CH:4][CH:5]=3)[NH:13][C:12]=2[CH2:11][CH2:10]1)=[O:17])[C:25]1[CH:30]=[CH:29][CH:28]=[CH:27][CH:26]=1, predict the reactants needed to synthesize it. The reactants are: [Cl:1][C:2]1[CH:3]=[CH:4][CH:5]=[C:6]2[C:14]=1[NH:13][C:12]1[CH2:11][CH2:10][CH:9]([C:15]([OH:17])=[O:16])[CH2:8][C:7]2=1.C(=O)([O-])[O-].[Cs+].[Cs+].[CH2:24](Br)[C:25]1[CH:30]=[CH:29][CH:28]=[CH:27][CH:26]=1. (8) Given the product [ClH:30].[CH2:31]([O:33][C:34](=[O:35])[CH2:36][N:37]1[CH2:43][C:42]2[CH:44]=[C:45](/[CH:48]=[CH:49]/[C:50](=[O:52])[N:2]([CH3:1])[CH2:3][C:4]3[N:5]([CH3:13])[C:6]4[C:11]([CH:12]=3)=[CH:10][CH:9]=[CH:8][CH:7]=4)[CH:46]=[N:47][C:41]=2[NH:40][C:39](=[O:53])[CH2:38]1)[CH3:32], predict the reactants needed to synthesize it. The reactants are: [CH3:1][NH:2][CH2:3][C:4]1[N:5]([CH3:13])[C:6]2[C:11]([CH:12]=1)=[CH:10][CH:9]=[CH:8][CH:7]=2.CNCC1C=CC2C(=CC=CC=2)C=1CCC.[ClH:30].[CH2:31]([O:33][C:34]([CH2:36][N:37]1[CH2:43][C:42]2[CH:44]=[C:45](/[CH:48]=[CH:49]/[C:50]([OH:52])=O)[CH:46]=[N:47][C:41]=2[NH:40][C:39](=[O:53])[CH2:38]1)=[O:35])[CH3:32].Cl.CN1CC2C=C(/C=C/C(O)=O)C=NC=2NC(=O)C1. (9) The reactants are: [C:1](Cl)([Cl:3])=[O:2].[OH-:5].[Na+:6].[OH:7][C:8]1[CH:13]=[CH:12][C:11]([C:14]([C:17]2[CH:22]=[CH:21][C:20]([OH:23])=[CH:19][CH:18]=2)([CH3:16])[CH3:15])=[CH:10][CH:9]=1. Given the product [CH3:16][C:14]([C:11]1[CH:12]=[CH:13][C:8]([OH:7])=[CH:9][CH:10]=1)([C:17]1[CH:18]=[CH:19][C:20]([OH:23])=[CH:21][CH:22]=1)[CH3:15].[C:1]([OH:2])([OH:7])=[O:5].[Cl-:3].[Na+:6], predict the reactants needed to synthesize it.